Dataset: HIV replication inhibition screening data with 41,000+ compounds from the AIDS Antiviral Screen. Task: Binary Classification. Given a drug SMILES string, predict its activity (active/inactive) in a high-throughput screening assay against a specified biological target. (1) The compound is CCC1C(c2cccc(OC)c2O)c2cc3c(cc2OC1N1CCCC1)OCO3. The result is 0 (inactive). (2) The drug is c1cncc(C2c3[nH]c4ccccc4c3CCN2CCCN2CCCCC2)c1. The result is 0 (inactive). (3) The molecule is O=C(NC1CCCCC1)C(=Cc1ccc(C=C(NC(=O)c2ccccc2)C(=O)NC2CCCCC2)cc1)NC(=O)c1ccccc1. The result is 0 (inactive). (4) The molecule is Cc1sc2nc3n(c(=O)c2c1C)N=C(c1ccccc1)CS3. The result is 0 (inactive). (5) The compound is COc1cc([N+](=O)[O-])cc2c1NC(=O)C2(C)SC. The result is 0 (inactive). (6) The drug is C=CCn1c(=O)c(C(=O)NC(=O)OCC)cn(C2CCCCC2)c1=O. The result is 0 (inactive).